This data is from Reaction yield outcomes from USPTO patents with 853,638 reactions. The task is: Predict the reaction yield, written as a fraction of the theoretical maximum amount of product (1.0 means a 100% yield; for example, 0.34 means a 34% yield). (1) The reactants are [N:1]1[C:10]2[C:5](=[CH:6][C:7]([C:11]([OH:13])=O)=[CH:8][CH:9]=2)[N:4]=[CH:3][CH:2]=1.[O:14]([C:21]1[CH:28]=[CH:27][C:24](CN)=[CH:23][CH:22]=1)[C:15]1[CH:20]=[CH:19][CH:18]=[CH:17][CH:16]=1.[N:29]1C=CC=C[C:30]=1OCC1C=CC(CNC(C2C(N)=NC(N)=CN=2)=O)=CC=1.F[P-](F)(F)(F)(F)F.N1(O[P+](N2CCCC2)(N2CCCC2)N2CCCC2)C2C=CC=CC=2N=N1.C(N(CC)CC)C.FC(F)(F)C(O)=O. The catalyst is CN(C)C=O. The product is [O:14]([C:15]1[CH:16]=[C:17]([CH:18]=[CH:19][CH:20]=1)[CH2:30][NH:29][C:11]([C:7]1[CH:6]=[C:5]2[C:10](=[CH:9][CH:8]=1)[N:1]=[CH:2][CH:3]=[N:4]2)=[O:13])[C:21]1[CH:22]=[CH:23][CH:24]=[CH:27][CH:28]=1. The yield is 0.400. (2) The reactants are C[O:2][C:3](=[O:35])[CH2:4][O:5][C:6]1[C:11]([O:12][CH3:13])=[CH:10][C:9]([C:14](=[O:32])[C:15]#[C:16][C:17]2[CH:22]=[C:21]([C:23]3[S:24][CH:25]=[CH:26][CH:27]=3)[C:20]([O:28][CH3:29])=[CH:19][C:18]=2[O:30][CH3:31])=[CH:8][C:7]=1[O:33][CH3:34].[OH-].[Na+]. The catalyst is C1COCC1.CO.Cl.C(OC(C)C)(=O)C. The product is [CH3:31][O:30][C:18]1[CH:19]=[C:20]([O:28][CH3:29])[C:21]([C:23]2[S:24][CH:25]=[CH:26][CH:27]=2)=[CH:22][C:17]=1[C:16]#[C:15][C:14]([C:9]1[CH:10]=[C:11]([O:12][CH3:13])[C:6]([O:5][CH2:4][C:3]([OH:35])=[O:2])=[C:7]([O:33][CH3:34])[CH:8]=1)=[O:32]. The yield is 0.730.